This data is from Merck oncology drug combination screen with 23,052 pairs across 39 cell lines. The task is: Regression. Given two drug SMILES strings and cell line genomic features, predict the synergy score measuring deviation from expected non-interaction effect. Drug 1: CCC1(O)CC2CN(CCc3c([nH]c4ccccc34)C(C(=O)OC)(c3cc4c(cc3OC)N(C)C3C(O)(C(=O)OC)C(OC(C)=O)C5(CC)C=CCN6CCC43C65)C2)C1. Drug 2: NC1(c2ccc(-c3nc4ccn5c(=O)[nH]nc5c4cc3-c3ccccc3)cc2)CCC1. Cell line: A2058. Synergy scores: synergy=2.50.